Task: Binary classification across 12 toxicity assays.. Dataset: Tox21: 12 toxicity assays (nuclear receptors and stress response pathways) (1) The drug is COc1ccc2c(c1)c1c3n2CCN(C)C3=NCC1. It tested positive (active) for: NR-AhR (Aryl hydrocarbon Receptor agonist activity). (2) The drug is O=c1[nH]c2ccc(S(=O)CCN3CCC(Cc4ccc(F)cc4)CC3)cc2o1. It tested positive (active) for: NR-ER (Estrogen Receptor agonist activity), and SR-ARE (Antioxidant Response Element (oxidative stress)). (3) It tested positive (active) for: SR-HSE (Heat Shock Element response). The drug is COc1cc(-c2nc(NC(=O)c3cc4cc(C)cc(C)c4n3CC(=O)O)sc2CCC2CCCCC2)c(OC)cc1Cl. (4) The molecule is COc1ccc2cc3[n+](cc2c1OC)CCc1cc2c(cc1-3)OCO2. It tested positive (active) for: NR-AhR (Aryl hydrocarbon Receptor agonist activity), SR-ARE (Antioxidant Response Element (oxidative stress)), SR-MMP (Mitochondrial Membrane Potential disruption), and SR-p53 (p53 tumor suppressor activation). (5) The molecule is [Cd+2]. It tested positive (active) for: NR-AhR (Aryl hydrocarbon Receptor agonist activity), SR-ATAD5 (ATAD5 genotoxicity (DNA damage)), and SR-HSE (Heat Shock Element response). (6) The compound is O=[N+]([O-])c1ccc(Cl)c([N+](=O)[O-])c1. It tested positive (active) for: NR-AR-LBD (Androgen Receptor Ligand Binding Domain agonist), SR-ATAD5 (ATAD5 genotoxicity (DNA damage)), and SR-p53 (p53 tumor suppressor activation). (7) The compound is CO/N=C1/C[C@]2(C[C@@H]3C[C@@H](CC=C(C)C[C@@H](C)C=CC=C4CO[C@@H]5[C@H](O)C(C)=C[C@@H](C(=O)O3)[C@]45O)O2)O[C@H](/C(C)=C/C(C)C)[C@H]1C. It tested positive (active) for: NR-AR (Androgen Receptor agonist activity), NR-AR-LBD (Androgen Receptor Ligand Binding Domain agonist), and SR-MMP (Mitochondrial Membrane Potential disruption).